Dataset: Catalyst prediction with 721,799 reactions and 888 catalyst types from USPTO. Task: Predict which catalyst facilitates the given reaction. (1) Reactant: [Br:1][C:2]1[CH:7]=[CH:6][C:5]([C:8]([C:10]2[CH:15]=[CH:14][C:13]([F:16])=[CH:12][CH:11]=2)=O)=[C:4]([F:17])[CH:3]=1.[C:18]([O:22][C:23]([CH3:26])([CH3:25])[CH3:24])(=[O:21])[NH:19][NH2:20].C(O)(=O)C. Product: [Br:1][C:2]1[CH:7]=[CH:6][C:5](/[C:8](/[C:10]2[CH:15]=[CH:14][C:13]([F:16])=[CH:12][CH:11]=2)=[N:20]\[NH:19][C:18]([O:22][C:23]([CH3:26])([CH3:25])[CH3:24])=[O:21])=[C:4]([F:17])[CH:3]=1. The catalyst class is: 5. (2) Reactant: [Si:1]([O:8][C:9]1[CH:14]=[CH:13][C:12]([CH2:15][CH2:16][OH:17])=[CH:11][CH:10]=1)([C:4]([CH3:7])([CH3:6])[CH3:5])([CH3:3])[CH3:2].C(N(C(C)C)CC)(C)C.[CH3:27][S:28](Cl)(=[O:30])=[O:29].C([O-])(O)=O.[Na+]. Product: [CH3:27][S:28]([O:17][CH2:16][CH2:15][C:12]1[CH:13]=[CH:14][C:9]([O:8][Si:1]([C:4]([CH3:7])([CH3:6])[CH3:5])([CH3:3])[CH3:2])=[CH:10][CH:11]=1)(=[O:30])=[O:29]. The catalyst class is: 34. (3) Reactant: [F:1][C:2]([F:18])([F:17])[CH:3]([OH:16])[CH2:4][N:5]1[CH2:10][CH2:9][CH2:8][CH:7]([CH2:11][CH2:12][CH2:13][O:14][CH3:15])[CH2:6]1.[Cl:19][C:20]1[CH:25]=[CH:24][C:23]([N:26]=[C:27]=[O:28])=[CH:22][CH:21]=1.C(N(CC)CC)C. Product: [F:18][C:2]([F:1])([F:17])[CH:3]([O:16][C:27](=[O:28])[NH:26][C:23]1[CH:24]=[CH:25][C:20]([Cl:19])=[CH:21][CH:22]=1)[CH2:4][N:5]1[CH2:10][CH2:9][CH2:8][CH:7]([CH2:11][CH2:12][CH2:13][O:14][CH3:15])[CH2:6]1. The catalyst class is: 4.